From a dataset of Full USPTO retrosynthesis dataset with 1.9M reactions from patents (1976-2016). Predict the reactants needed to synthesize the given product. Given the product [F:10][C:11]1[CH:12]=[C:13]([CH:29]=[CH:30][CH:31]=1)[CH2:14][O:15][C:16]1[CH:17]=[CH:18][C:19]([C:22]2[C:23]3=[N:28][S:6](=[O:8])(=[O:7])[CH2:5][CH2:4][N:24]3[CH:25]=[CH:26][CH:27]=2)=[CH:20][CH:21]=1, predict the reactants needed to synthesize it. The reactants are: [H-].[Na+].Cl[CH2:4][CH2:5][S:6](Cl)(=[O:8])=[O:7].[F:10][C:11]1[CH:12]=[C:13]([CH:29]=[CH:30][CH:31]=1)[CH2:14][O:15][C:16]1[CH:21]=[CH:20][C:19]([C:22]2[C:23]([NH2:28])=[N:24][CH:25]=[CH:26][CH:27]=2)=[CH:18][CH:17]=1.